Dataset: Full USPTO retrosynthesis dataset with 1.9M reactions from patents (1976-2016). Task: Predict the reactants needed to synthesize the given product. (1) Given the product [C:3]([O-:15])(=[O:14])[CH2:4][C:5]([CH2:10][C:11]([O-:13])=[O:12])([C:7]([O-:9])=[O:8])[OH:6].[Ca+2:2].[C:3]([O-:15])(=[O:14])[CH2:4][C:5]([CH2:10][C:11]([O-:13])=[O:12])([C:7]([O-:9])=[O:8])[OH:6].[Ca+2:2].[Ca+2:2], predict the reactants needed to synthesize it. The reactants are: [Na].[Ca:2].[C:3]([O-:15])(=[O:14])[CH2:4][C:5]([CH2:10][C:11]([O-:13])=[O:12])([C:7]([O-:9])=[O:8])[OH:6]. (2) Given the product [Cl:1][C:2]1[CH:7]=[CH:6][CH:5]=[C:4]([CH:8]2[CH2:10][CH2:9]2)[C:3]=1[C:11]([N:13]1[C:21]2[C:16](=[N:17][CH:18]=[CH:19][CH:20]=2)[C:15]([C:26]2[C:27]([F:36])=[CH:28][C:29]([C:30]([OH:32])=[O:31])=[CH:33][C:34]=2[F:35])=[N:14]1)=[O:12], predict the reactants needed to synthesize it. The reactants are: [Cl:1][C:2]1[CH:7]=[CH:6][CH:5]=[C:4]([CH:8]2[CH2:10][CH2:9]2)[C:3]=1[C:11]([N:13]1[C:21]2[C:16](=[N:17][CH:18]=[CH:19][CH:20]=2)[C:15](I)=[N:14]1)=[O:12].B([C:26]1[C:34]([F:35])=[CH:33][C:29]([C:30]([OH:32])=[O:31])=[CH:28][C:27]=1[F:36])(O)O.[F-].[K+].CCN(C(C)C)C(C)C. (3) Given the product [CH:31]1([C:16]2[C:15]([CH2:14][N:12]([CH3:13])[C:9]3[CH:10]=[CH:11][C:6]([O:5][CH2:4][C:3]([OH:35])=[O:2])=[C:7]([CH3:34])[CH:8]=3)=[CH:20][N:19]=[C:18]([C:21]3[CH:26]=[CH:25][C:24]([C:27]([F:29])([F:30])[F:28])=[CH:23][CH:22]=3)[N:17]=2)[CH2:33][CH2:32]1, predict the reactants needed to synthesize it. The reactants are: C[O:2][C:3](=[O:35])[CH2:4][O:5][C:6]1[CH:11]=[CH:10][C:9]([N:12]([CH2:14][C:15]2[C:16]([CH:31]3[CH2:33][CH2:32]3)=[N:17][C:18]([C:21]3[CH:26]=[CH:25][C:24]([C:27]([F:30])([F:29])[F:28])=[CH:23][CH:22]=3)=[N:19][CH:20]=2)[CH3:13])=[CH:8][C:7]=1[CH3:34].[Li+].[OH-]. (4) The reactants are: Cl[C:2]1[N:7]2[N:8]=[C:9]([NH:11][C:12](=[O:19])[C:13]3[CH:18]=[CH:17][CH:16]=[N:15][CH:14]=3)[N:10]=[C:6]2[CH:5]=[C:4]([C:20]([F:23])([F:22])[F:21])[CH:3]=1.[CH:24]1([NH2:30])[CH2:29][CH2:28][CH2:27][CH2:26][CH2:25]1. Given the product [CH:24]1([NH:30][C:2]2[N:7]3[N:8]=[C:9]([NH:11][C:12](=[O:19])[C:13]4[CH:18]=[CH:17][CH:16]=[N:15][CH:14]=4)[N:10]=[C:6]3[CH:5]=[C:4]([C:20]([F:23])([F:22])[F:21])[CH:3]=2)[CH2:29][CH2:28][CH2:27][CH2:26][CH2:25]1, predict the reactants needed to synthesize it. (5) Given the product [ClH:21].[OH:1][CH2:2][C@@H:3]1[C@@H:4]([OH:17])[C@@H:5]([OH:15])[CH2:6][NH:7]1, predict the reactants needed to synthesize it. The reactants are: [OH:1][CH2:2][C@H:3]1[N:7](C(OC(C)(C)C)=O)[CH2:6][C@@H:5]2[O:15]C(C)(C)[O:17][C@H:4]12.O.[ClH:21].O1CCOCC1. (6) Given the product [CH2:1]([NH:5][S:6]([NH:9][C:10](=[O:31])/[CH:11]=[CH:12]/[C:13]1[C:14]([CH3:30])=[N:15][N:16]([CH3:29])[C:17]=1[N:18]1[C:26]2[C:21](=[CH:22][CH:23]=[C:24]([O:27][CH3:28])[CH:25]=2)[C:20]([Cl:32])=[CH:19]1)(=[O:8])=[O:7])[CH2:2][CH2:3][CH3:4], predict the reactants needed to synthesize it. The reactants are: [CH2:1]([NH:5][S:6]([NH:9][C:10](=[O:31])/[CH:11]=[CH:12]/[C:13]1[C:14]([CH3:30])=[N:15][N:16]([CH3:29])[C:17]=1[N:18]1[C:26]2[C:21](=[CH:22][CH:23]=[C:24]([O:27][CH3:28])[CH:25]=2)[CH:20]=[CH:19]1)(=[O:8])=[O:7])[CH2:2][CH2:3][CH3:4].[Cl:32]N1C(=O)CCC1=O.C(OCC)(=O)C. (7) Given the product [CH3:1][O:2][C:3](=[O:35])[CH:4]([C:9]1[CH:10]=[C:11]([C:25]2[CH:30]=[CH:29][C:28]([C:31]([F:34])([F:33])[F:32])=[CH:27][CH:26]=2)[CH:12]=[C:13]([N:15]([CH2:16][C:17]2[CH:22]=[CH:21][C:20]([C:23]#[N:24])=[CH:19][CH:18]=2)[CH2:36][CH2:37][CH:38]([CH3:40])[CH3:39])[CH:14]=1)[CH2:5][CH:6]([CH3:8])[CH3:7], predict the reactants needed to synthesize it. The reactants are: [CH3:1][O:2][C:3](=[O:35])[CH:4]([C:9]1[CH:10]=[C:11]([C:25]2[CH:30]=[CH:29][C:28]([C:31]([F:34])([F:33])[F:32])=[CH:27][CH:26]=2)[CH:12]=[C:13]([NH:15][CH2:16][C:17]2[CH:22]=[CH:21][C:20]([C:23]#[N:24])=[CH:19][CH:18]=2)[CH:14]=1)[CH2:5][CH:6]([CH3:8])[CH3:7].[CH:36](=O)[CH2:37][CH:38]([CH3:40])[CH3:39]. (8) Given the product [CH3:19][O:18][CH2:17][CH2:16][N:10]1[CH2:9][C@@H:8]([C:5]2[CH:6]=[CH:7][C:2]([Cl:1])=[CH:3][CH:4]=2)[C@H:12]([NH2:13])[CH2:11]1, predict the reactants needed to synthesize it. The reactants are: [Cl:1][C:2]1[CH:7]=[CH:6][C:5]([C@H:8]2[C@H:12]([N+:13]([O-])=O)[CH2:11][N:10]([CH2:16][CH2:17][O:18][CH3:19])[CH2:9]2)=[CH:4][CH:3]=1.